Dataset: HIV replication inhibition screening data with 41,000+ compounds from the AIDS Antiviral Screen. Task: Binary Classification. Given a drug SMILES string, predict its activity (active/inactive) in a high-throughput screening assay against a specified biological target. (1) The drug is COC1=CC2=CCC3C(CCC4(C)C(C(C)=O)CCC34)C2(C)CC1. The result is 0 (inactive). (2) The molecule is O=C1C[O+]2CC[O+]1[Co-4]21(O)(Cl)[O+]2CC[O+]1C(=O)C2. The result is 0 (inactive). (3) The drug is C=C1CN(S(=O)(=O)c2ccc([N+](=O)[O-])cc2)CC(=C)CN(S(=O)(=O)c2ccc([N+](=O)[O-])cc2)C1. The result is 0 (inactive). (4) The compound is COC(=O)N1CC(=O)C(C(=O)NC23CC4CC(CC(C4)C2)C3)C1. The result is 0 (inactive). (5) The compound is CC(SC(=O)Nc1ccc(N=Nc2ccccc2)cc1)C(=O)O. The result is 0 (inactive). (6) The compound is C=C(C)C(=O)OC1CC(CO)=CCCC(=C)C(OC(C)=O)C2OC(=O)C(=C)C12. The result is 0 (inactive). (7) The molecule is CN(C)CCCCN1c2ccccc2Sc2ccc(C(=O)c3ccccc3)cc21.O=C(O)C(=O)O. The result is 0 (inactive).